Dataset: Reaction yield outcomes from USPTO patents with 853,638 reactions. Task: Predict the reaction yield, written as a fraction of the theoretical maximum amount of product (1.0 means a 100% yield; for example, 0.34 means a 34% yield). (1) The reactants are [CH:1]1([C:7]2[C:8]3[S:14][C:13]([C:15]([O:17][C:18]([CH3:21])([CH3:20])[CH3:19])=[O:16])=[CH:12][C:9]=3[NH:10][CH:11]=2)[CH2:6][CH2:5][CH2:4][CH2:3][CH2:2]1.[H-].[Na+].Br[CH2:25][C:26]([O:28][CH3:29])=[O:27]. The catalyst is CN(C=O)C.CCOC(C)=O. The product is [CH:1]1([C:7]2[C:8]3[S:14][C:13]([C:15]([O:17][C:18]([CH3:21])([CH3:20])[CH3:19])=[O:16])=[CH:12][C:9]=3[N:10]([CH2:25][C:26]([O:28][CH3:29])=[O:27])[CH:11]=2)[CH2:2][CH2:3][CH2:4][CH2:5][CH2:6]1. The yield is 0.850. (2) The reactants are [O:1]=[C:2]1[C:10]2([CH2:14][O:13][C:12]3[CH:15]=[C:16]4[C:20](=[CH:21][C:11]2=3)[CH2:19][CH2:18][O:17]4)[C:9]2[C:8]([CH:22]=O)=[CH:7][CH:6]=[CH:5][C:4]=2[N:3]1[CH2:24][C@H:25]1[CH2:29][CH2:28][CH2:27][O:26]1.[CH3:30][NH:31][CH3:32].C(O[BH-](OC(=O)C)OC(=O)C)(=O)C.[Na+]. The catalyst is ClC(Cl)C. The product is [CH3:30][N:31]([CH2:22][C:8]1[CH:7]=[CH:6][CH:5]=[C:4]2[C:9]=1[C:10]1([CH2:14][O:13][C:12]3[CH:15]=[C:16]4[C:20](=[CH:21][C:11]1=3)[CH2:19][CH2:18][O:17]4)[C:2](=[O:1])[N:3]2[CH2:24][C@H:25]1[CH2:29][CH2:28][CH2:27][O:26]1)[CH3:32]. The yield is 0.460. (3) The reactants are [F:1][C:2]([F:12])([F:11])[C:3]1[CH:10]=[CH:9][C:6]([CH2:7][NH2:8])=[CH:5][CH:4]=1.F[C:14]1[CH:22]=[N:21][CH:20]=[CH:19][C:15]=1[C:16]([OH:18])=[O:17]. No catalyst specified. The product is [F:1][C:2]([F:11])([F:12])[C:3]1[CH:10]=[CH:9][C:6]([CH2:7][NH:8][C:19]2[CH:20]=[N:21][CH:22]=[CH:14][C:15]=2[C:16]([OH:18])=[O:17])=[CH:5][CH:4]=1. The yield is 0.280. (4) The reactants are [Li+].[OH-].C[O:4][C:5](=[O:25])[C:6]1[CH:11]=[CH:10][C:9]([O:12][CH3:13])=[C:8]([CH3:14])[C:7]=1[NH:15][C:16](=[O:24])[C:17]1[CH:22]=[CH:21][C:20]([F:23])=[CH:19][CH:18]=1.O.CO. The catalyst is O1CCCC1. The product is [F:23][C:20]1[CH:21]=[CH:22][C:17]([C:16]([NH:15][C:7]2[C:8]([CH3:14])=[C:9]([O:12][CH3:13])[CH:10]=[CH:11][C:6]=2[C:5]([OH:25])=[O:4])=[O:24])=[CH:18][CH:19]=1. The yield is 1.00. (5) The reactants are [C:1](=[O:12])([S:9][CH2:10][CH3:11])[O:2][O:3][CH:4](Cl)[CH2:5][CH2:6][CH3:7].[CH:13]1([C:18]([OH:20])=[O:19])[CH2:17][CH2:16][CH2:15][CH2:14]1. No catalyst specified. The product is [C:1](=[O:12])([S:9][CH2:10][CH3:11])[O:2][O:3][CH:4]([O:20][C:18]([CH:13]1[CH2:17][CH2:16][CH2:15][CH2:14]1)=[O:19])[CH2:5][CH2:6][CH3:7]. The yield is 0.860.